Predict the reaction yield, written as a fraction of the theoretical maximum amount of product (1.0 means a 100% yield; for example, 0.34 means a 34% yield). From a dataset of Reaction yield outcomes from USPTO patents with 853,638 reactions. (1) The reactants are [CH2:1](N(CC)CC)[CH3:2].[C:8]1([OH:14])[CH:13]=[CH:12][CH:11]=[CH:10][CH:9]=1.[C:15]1([C:24]2[CH:29]=[CH:28][C:27]([C:30](Cl)=[O:31])=[CH:26][CH:25]=2)[CH:20]=[CH:19][C:18]([C:21](Cl)=[O:22])=[CH:17][CH:16]=1.[O:33]1[CH2:37][CH2:36][CH2:35][CH2:34]1. No catalyst specified. The product is [C:37]1([O:33][C:21]([C:18]2[CH:19]=[CH:20][C:15]([C:24]3[CH:29]=[CH:28][C:27]([C:30]([O:14][C:8]4[CH:13]=[CH:12][CH:11]=[CH:10][CH:9]=4)=[O:31])=[CH:26][CH:25]=3)=[CH:16][CH:17]=2)=[O:22])[CH:2]=[CH:1][CH:34]=[CH:35][CH:36]=1. The yield is 0.910. (2) The reactants are [Cl:1][C:2]1[CH:7]=[CH:6][C:5]([C:8]2[CH:12]([C:13]3[CH:18]=[CH:17][CH:16]=[CH:15][CH:14]=3)[CH2:11][NH:10][N:9]=2)=[CH:4][CH:3]=1.[CH3:19][S:20][C:21](=[N:24][S:25]([C:28]1[CH:33]=[CH:32][C:31]([Cl:34])=[CH:30][CH:29]=1)(=[O:27])=[O:26])SC.C(N(CC)CC)C. The catalyst is C(#N)C. The product is [CH3:19][S:20][C:21]([N:10]1[CH2:11][CH:12]([C:13]2[CH:14]=[CH:15][CH:16]=[CH:17][CH:18]=2)[C:8]([C:5]2[CH:4]=[CH:3][C:2]([Cl:1])=[CH:7][CH:6]=2)=[N:9]1)=[N:24][S:25]([C:28]1[CH:33]=[CH:32][C:31]([Cl:34])=[CH:30][CH:29]=1)(=[O:26])=[O:27]. The yield is 0.800. (3) The reactants are [OH:1][C@@H:2]1[CH2:24][C@@H:6]2[C:7](=[O:23])[O:8][C:9]3[C@@H:10]4[CH2:17][CH2:16][C@H:15]([C@H:18]([CH3:21])[CH2:19][OH:20])[C@@:11]4([CH3:22])[CH2:12][CH2:13][C:14]=3[C@@:5]2([CH3:25])[CH2:4][CH2:3]1. The catalyst is C(Br)C=C.[Ag]=O. The product is [CH3:7][O:8][CH2:9][O:1][C@@H:2]1[CH2:24][C@@H:6]2[C:7](=[O:23])[O:8][C:9]3[C@@H:10]4[CH2:17][CH2:16][C@H:15]([C@H:18]([CH3:21])[CH2:19][O:20][CH2:6][C:5]([CH3:14])=[CH2:4])[C@@:11]4([CH3:22])[CH2:12][CH2:13][C:14]=3[C@@:5]2([CH3:25])[CH2:4][CH2:3]1. The yield is 0.480. (4) The reactants are C[O:2][C:3]([C:5]1[CH:26]=[CH:25][C:8]2[C:9]3[N:10]=[C:11]([C:17]4[N:21]([CH:22]([CH3:24])[CH3:23])[CH:20]=[N:19][N:18]=4)[S:12][C:13]=3[CH2:14][CH2:15][O:16][C:7]=2[CH:6]=1)=[O:4].[OH-].[Li+].Cl. The catalyst is C1COCC1.O. The product is [CH:22]([N:21]1[CH:20]=[N:19][N:18]=[C:17]1[C:11]1[S:12][C:13]2[CH2:14][CH2:15][O:16][C:7]3[CH:6]=[C:5]([C:3]([OH:4])=[O:2])[CH:26]=[CH:25][C:8]=3[C:9]=2[N:10]=1)([CH3:24])[CH3:23]. The yield is 0.950.